From a dataset of Reaction yield outcomes from USPTO patents with 853,638 reactions. Predict the reaction yield, written as a fraction of the theoretical maximum amount of product (1.0 means a 100% yield; for example, 0.34 means a 34% yield). (1) The reactants are [O:1]1[C:5]2[CH:6]=[CH:7][CH:8]=[CH:9][C:4]=2[N:3]=[C:2]1[C:10]1[CH:11]=[N:12][N:13]([CH2:15][CH2:16][C@@:17]([CH3:25])([S:21]([CH3:24])(=[O:23])=[O:22])[C:18](O)=[O:19])[CH:14]=1.CN1CCOCC1.[O:33]1[CH2:38][CH2:37][CH2:36][CH2:35][CH:34]1[O:39][NH2:40].O. The catalyst is CC1OCCC1. The product is [O:1]1[C:5]2[CH:6]=[CH:7][CH:8]=[CH:9][C:4]=2[N:3]=[C:2]1[C:10]1[CH:11]=[N:12][N:13]([CH2:15][CH2:16][C@@:17]([CH3:25])([S:21]([CH3:24])(=[O:23])=[O:22])[C:18]([NH:40][O:39][CH:34]2[CH2:35][CH2:36][CH2:37][CH2:38][O:33]2)=[O:19])[CH:14]=1. The yield is 0.770. (2) The reactants are [C:1]1([C:7]2([CH3:18])[C:12](=[O:13])[N:11]([CH2:14][CH3:15])[C:10](=[O:16])[NH:9][C:8]2=[O:17])[CH2:6][CH2:5][CH2:4][CH2:3][CH:2]=1.Br[CH2:20][C:21]([C:23]1[CH:28]=[CH:27][CH:26]=[C:25]([O:29][CH3:30])[CH:24]=1)=[O:22]. The product is [C:1]1([C:7]2([CH3:18])[C:12](=[O:13])[N:11]([CH2:14][CH3:15])[C:10](=[O:16])[N:9]([CH2:20][C:21]([C:23]3[CH:28]=[CH:27][CH:26]=[C:25]([O:29][CH3:30])[CH:24]=3)=[O:22])[C:8]2=[O:17])[CH2:6][CH2:5][CH2:4][CH2:3][CH:2]=1. No catalyst specified. The yield is 0.500. (3) The reactants are Cl.C(OC(=O)[N:8]([CH2:12][C:13]1[CH:18]=[C:17]([CH2:19][C:20](=[O:23])[NH:21][CH3:22])[CH:16]=[CH:15][C:14]=1[Cl:24])[CH:9]1[CH2:11][CH2:10]1)(C)(C)C.[OH-].[Na+]. The catalyst is C(Cl)Cl. The product is [Cl:24][C:14]1[CH:15]=[CH:16][C:17]([CH2:19][C:20]([NH:21][CH3:22])=[O:23])=[CH:18][C:13]=1[CH2:12][NH:8][CH:9]1[CH2:11][CH2:10]1. The yield is 0.990. (4) The reactants are ClC1C=CC=C(C(OO)=[O:9])C=1.[CH2:12]([O:19][C:20]([N:22]1[CH2:28][CH:27]=[CH:26][CH2:25][CH2:24][CH:23]1[CH3:29])=[O:21])[C:13]1[CH:18]=[CH:17][CH:16]=[CH:15][CH:14]=1. The catalyst is C(Cl)Cl. The product is [CH2:12]([O:19][C:20]([N:22]1[C@H:23]([CH3:29])[CH2:24][CH2:25][C@H:26]2[C@@H:27]([O:9]2)[CH2:28]1)=[O:21])[C:13]1[CH:14]=[CH:15][CH:16]=[CH:17][CH:18]=1. The yield is 0.750. (5) The reactants are [F:1][C:2]1[CH:7]=[CH:6][C:5]([NH:8][CH:9]([C:11]2[CH:12]=[C:13]([C:28](O)=[O:29])[CH:14]=[C:15]3[C:20]=2[O:19][C:18]([N:21]2[CH2:26][CH2:25][O:24][CH2:23][CH2:22]2)=[CH:17][C:16]3=[O:27])[CH3:10])=[CH:4][CH:3]=1.[CH3:31][N:32]([CH3:37])[CH2:33][CH2:34][NH:35][CH3:36]. No catalyst specified. The product is [CH3:31][N:32]([CH3:37])[CH2:33][CH2:34][N:35]([CH3:36])[C:28]([C:13]1[CH:14]=[C:15]2[C:20](=[C:11]([CH:9]([NH:8][C:5]3[CH:6]=[CH:7][C:2]([F:1])=[CH:3][CH:4]=3)[CH3:10])[CH:12]=1)[O:19][C:18]([N:21]1[CH2:26][CH2:25][O:24][CH2:23][CH2:22]1)=[CH:17][C:16]2=[O:27])=[O:29]. The yield is 0.156.